This data is from Full USPTO retrosynthesis dataset with 1.9M reactions from patents (1976-2016). The task is: Predict the reactants needed to synthesize the given product. (1) Given the product [F:15][C:16]([F:27])([F:26])[C:17]([NH:14][CH2:13][CH:10]1[CH2:11][CH2:12][N:8]([CH2:1][C:2]2[CH:7]=[CH:6][CH:5]=[CH:4][CH:3]=2)[CH2:9]1)=[O:18], predict the reactants needed to synthesize it. The reactants are: [CH2:1]([N:8]1[CH2:12][CH2:11][CH:10]([CH2:13][NH2:14])[CH2:9]1)[C:2]1[CH:7]=[CH:6][CH:5]=[CH:4][CH:3]=1.[F:15][C:16]([F:27])([F:26])[C:17](O[C:17](=[O:18])[C:16]([F:27])([F:26])[F:15])=[O:18]. (2) Given the product [CH3:1][C:2]1[N:3]=[C:4]([CH2:8][NH2:9])[S:5][C:6]=1[CH3:7], predict the reactants needed to synthesize it. The reactants are: [CH3:1][C:2]1[N:3]=[C:4]([CH:8]=[N:9]O)[S:5][C:6]=1[CH3:7].